From a dataset of Peptide-MHC class I binding affinity with 185,985 pairs from IEDB/IMGT. Regression. Given a peptide amino acid sequence and an MHC pseudo amino acid sequence, predict their binding affinity value. This is MHC class I binding data. The peptide sequence is VLLFLAFVV. The MHC is HLA-A02:02 with pseudo-sequence HLA-A02:02. The binding affinity (normalized) is 0.785.